Task: Predict which catalyst facilitates the given reaction.. Dataset: Catalyst prediction with 721,799 reactions and 888 catalyst types from USPTO Reactant: [Cl:1][C:2]1[N:7]=[C:6]([C:8](O)=[O:9])[CH:5]=[CH:4][C:3]=1[O:11][CH2:12][C:13]([N:15]1[CH2:20][CH2:19][C:18]2[N:21]=[C:22]3[S:26][C:25]([CH3:27])=[N:24][N:23]3[C:17]=2[CH:16]1[C:28]1[CH:33]=[CH:32][C:31]([Cl:34])=[CH:30][C:29]=1[F:35])=[O:14].C(Cl)(=O)C(Cl)=O.CCN(C(C)C)C(C)C.Cl.[NH2:52][OH:53]. Product: [Cl:1][C:2]1[N:7]=[C:6]([C:8]([NH:52][OH:53])=[O:9])[CH:5]=[CH:4][C:3]=1[O:11][CH2:12][C:13]([N:15]1[CH2:20][CH2:19][C:18]2[N:21]=[C:22]3[S:26][C:25]([CH3:27])=[N:24][N:23]3[C:17]=2[CH:16]1[C:28]1[CH:33]=[CH:32][C:31]([Cl:34])=[CH:30][C:29]=1[F:35])=[O:14]. The catalyst class is: 588.